From a dataset of Forward reaction prediction with 1.9M reactions from USPTO patents (1976-2016). Predict the product of the given reaction. (1) Given the reactants FC(F)(F)C(O)=O.[NH:8]1[CH2:12][CH2:11][CH2:10][CH:9]1[C:13]1[CH:22]=[CH:21][CH:20]=[C:19]2[C:14]=1[CH:15]=[CH:16][C:17]([S:23](OC1C(F)=C(F)C(F)=C(F)C=1F)(=[O:25])=[O:24])=[CH:18]2.[CH3:38][O:39][C:40]1[CH:52]=[C:51]([O:53][CH3:54])[CH:50]=[CH:49][C:41]=1[CH2:42][NH:43][C:44]1[S:45][CH:46]=[CH:47][N:48]=1.C[Si]([N-][Si](C)(C)C)(C)C.[Li+], predict the reaction product. The product is: [CH3:38][O:39][C:40]1[CH:52]=[C:51]([O:53][CH3:54])[CH:50]=[CH:49][C:41]=1[CH2:42][N:43]([C:44]1[S:45][CH:46]=[CH:47][N:48]=1)[S:23]([C:17]1[CH:16]=[CH:15][C:14]2[C:19](=[CH:20][CH:21]=[CH:22][C:13]=2[CH:9]2[CH2:10][CH2:11][CH2:12][NH:8]2)[CH:18]=1)(=[O:24])=[O:25]. (2) Given the reactants [Li][CH2:2][CH2:3][CH2:4][CH3:5].[CH2:6]([N:10]1[C:14]([CH:15]=[N:16][N:17]2[CH2:21][CH2:20][CH2:19][C@@H:18]2[CH2:22][O:23][CH3:24])=[CH:13][N:12]=[C:11]1[C:25]1[CH:30]=[CH:29][CH:28]=[CH:27][CH:26]=1)[CH2:7][CH2:8][CH3:9], predict the reaction product. The product is: [CH2:6]([N:10]1[C:14]([C@@H:15]([NH:16][N:17]2[CH2:21][CH2:20][CH2:19][C@@H:18]2[CH2:22][O:23][CH3:24])[CH2:2][CH2:3][CH2:4][CH3:5])=[CH:13][N:12]=[C:11]1[C:25]1[CH:26]=[CH:27][CH:28]=[CH:29][CH:30]=1)[CH2:7][CH2:8][CH3:9]. (3) Given the reactants [C:1]1(=[O:7])[O:6][C:4](=[O:5])[CH:3]=[CH:2]1.[OH:8][CH2:9][CH:10]([CH2:12][OH:13])[OH:11], predict the reaction product. The product is: [OH:8][CH2:9][CH:10]([CH2:12][OH:13])[OH:11].[C:1]([O-:6])(=[O:7])/[CH:2]=[CH:3]\[C:4]([O-:8])=[O:5]. (4) Given the reactants C([Li])CCC.Br[C:7]1[CH:12]=[C:11]([CH:13]([O:18][Si:19]([C:22]([CH3:25])([CH3:24])[CH3:23])([CH3:21])[CH3:20])[C:14]([F:17])([F:16])[F:15])[CH:10]=[CH:9][N:8]=1.CON(C)[C:29](=[O:31])[CH3:30].[Cl-].[NH4+], predict the reaction product. The product is: [Si:19]([O:18][CH:13]([C:11]1[CH:10]=[CH:9][N:8]=[C:7]([C:29](=[O:31])[CH3:30])[CH:12]=1)[C:14]([F:17])([F:16])[F:15])([C:22]([CH3:25])([CH3:24])[CH3:23])([CH3:21])[CH3:20]. (5) The product is: [O:3]=[C:1]([CH3:2])[CH2:4][CH2:5][C:6]1[CH:18]=[CH:19][C:14]([C:13]([OH:22])=[O:12])=[CH:15][CH:16]=1. Given the reactants [C:1]([CH2:4][C:5](=O)[CH3:6])(=[O:3])[CH3:2].C[O-].[Na+].C[O:12][C:13](=[O:22])[C:14]1[CH:19]=[CH:18]C(CBr)=[CH:16][CH:15]=1.Cl, predict the reaction product. (6) The product is: [Cl:1][C:2]1[CH:3]=[CH:4][C:5]2[N:29]3[C:30]([C:33]#[N:37])=[CH:31][CH:32]=[C:28]3[C:8]3([CH2:9][CH2:10][N:11]([C:14](=[O:27])[C:15]4[CH:20]=[CH:19][C:18]([C:21]([F:24])([F:23])[F:22])=[C:17]([O:25][CH3:26])[CH:16]=4)[CH2:12][CH2:13]3)[O:7][C:6]=2[CH:35]=1. Given the reactants [Cl:1][C:2]1[CH:3]=[CH:4][C:5]2[N:29]3[C:30]([CH:33]=O)=[CH:31][CH:32]=[C:28]3[C:8]3([CH2:13][CH2:12][N:11]([C:14](=[O:27])[C:15]4[CH:20]=[CH:19][C:18]([C:21]([F:24])([F:23])[F:22])=[C:17]([O:25][CH3:26])[CH:16]=4)[CH2:10][CH2:9]3)[O:7][C:6]=2[CH:35]=1.Cl.[NH2:37]O.C([O-])(=O)C.[Na+].CC(OC(C)=O)=O.C([O-])(O)=O.[Na+], predict the reaction product. (7) The product is: [Cl:10][C:11]1[N:15]2[N:16]=[C:17]([O:9][CH:3]3[CH2:8][CH2:7][CH2:6][CH2:5][CH2:4]3)[CH:18]=[CH:19][C:14]2=[N:13][N:12]=1. Given the reactants [H-].[Na+].[CH:3]1([OH:9])[CH2:8][CH2:7][CH2:6][CH2:5][CH2:4]1.[Cl:10][C:11]1[N:15]2[N:16]=[C:17](Cl)[CH:18]=[CH:19][C:14]2=[N:13][N:12]=1, predict the reaction product. (8) Given the reactants [N:1]1[C:11]2=[C:12]3[C:7](=[CH:8][CH:9]=[CH:10]2)[O:6][CH2:5][CH2:4][N:3]3[C:2]=1[NH:13][S:14]([C:17]1[CH:22]=[CH:21][CH:20]=[CH:19][CH:18]=1)(=[O:16])=[O:15].Br[CH2:24][C:25]1[CH:30]=[CH:29][C:28]([C:31]([F:34])([F:33])[F:32])=[CH:27][CH:26]=1.C(=O)([O-])[O-].[K+].[K+], predict the reaction product. The product is: [F:32][C:31]([F:33])([F:34])[C:28]1[CH:29]=[CH:30][C:25]([CH2:24][N:1]2[C:11]3=[C:12]4[C:7](=[CH:8][CH:9]=[CH:10]3)[O:6][CH2:5][CH2:4][N:3]4[C:2]2=[N:13][S:14]([C:17]2[CH:18]=[CH:19][CH:20]=[CH:21][CH:22]=2)(=[O:16])=[O:15])=[CH:26][CH:27]=1.